This data is from Reaction yield outcomes from USPTO patents with 853,638 reactions. The task is: Predict the reaction yield, written as a fraction of the theoretical maximum amount of product (1.0 means a 100% yield; for example, 0.34 means a 34% yield). (1) The reactants are CC[O-].[Na+].Cl.[F:6][C:7]([F:17])([F:16])[C:8]1[N:9]=[C:10]([C:13]([NH2:15])=[NH:14])[S:11][CH:12]=1.[C:18](OCC)(=[O:25])[CH2:19][C:20](OCC)=[O:21]. The catalyst is CCO. The product is [F:17][C:7]([F:6])([F:16])[C:8]1[N:9]=[C:10]([C:13]2[N:15]=[C:20]([OH:21])[CH:19]=[C:18]([OH:25])[N:14]=2)[S:11][CH:12]=1. The yield is 0.980. (2) The reactants are [CH3:1][S:2]([C:5]1[CH:6]=[C:7]([C:11]#[C:12][C:13]2[N:18]=[C:17]([C:19]([OH:21])=O)[CH:16]=[CH:15][CH:14]=2)[CH:8]=[CH:9][CH:10]=1)(=[O:4])=[O:3].CN(C(ON1N=NC2C=CC=CC1=2)=[N+](C)C)C.F[P-](F)(F)(F)(F)F.CCN(C(C)C)C(C)C.[CH3:55][O:56][C:57]([C:59]1[C:67]2[N:66]=[C:65]([NH2:68])[NH:64][C:63]=2[CH:62]=[CH:61][CH:60]=1)=[O:58]. The catalyst is CN(C=O)C. The product is [CH3:55][O:56][C:57]([C:59]1[C:67]2[N:66]=[C:65]([NH:68][C:19]([C:17]3[CH:16]=[CH:15][CH:14]=[C:13]([C:12]#[C:11][C:7]4[CH:8]=[CH:9][CH:10]=[C:5]([S:2]([CH3:1])(=[O:3])=[O:4])[CH:6]=4)[N:18]=3)=[O:21])[NH:64][C:63]=2[CH:62]=[CH:61][CH:60]=1)=[O:58]. The yield is 0.600.